This data is from Forward reaction prediction with 1.9M reactions from USPTO patents (1976-2016). The task is: Predict the product of the given reaction. (1) Given the reactants [CH:1]([O:14][C:15]([C:17]1[N:18]2[CH:21]([S:22][CH2:23][C:24]=1[CH2:25][OH:26])[CH:20]([NH:27][C:28](=[O:57])[C:29]([C:51]1[N:55]=[C:54]([NH2:56])[S:53][N:52]=1)=[N:30][O:31][C:32]([C:45]1[CH:50]=[CH:49][CH:48]=[CH:47][CH:46]=1)([C:39]1[CH:44]=[CH:43][CH:42]=[CH:41][CH:40]=1)[C:33]1[CH:38]=[CH:37][CH:36]=[CH:35][CH:34]=1)[C:19]2=[O:58])=[O:16])([C:8]1[CH:13]=[CH:12][CH:11]=[CH:10][CH:9]=1)[C:2]1[CH:7]=[CH:6][CH:5]=[CH:4][CH:3]=1.C(OCC)(=O)C.CCCCCC, predict the reaction product. The product is: [CH:1]([O:14][C:15]([C:17]1[N:18]2[CH:21]([S:22][CH2:23][C:24]=1[CH:25]=[O:26])[CH:20]([NH:27][C:28](=[O:57])[C:29]([C:51]1[N:55]=[C:54]([NH2:56])[S:53][N:52]=1)=[N:30][O:31][C:32]([C:39]1[CH:40]=[CH:41][CH:42]=[CH:43][CH:44]=1)([C:33]1[CH:34]=[CH:35][CH:36]=[CH:37][CH:38]=1)[C:45]1[CH:50]=[CH:49][CH:48]=[CH:47][CH:46]=1)[C:19]2=[O:58])=[O:16])([C:8]1[CH:9]=[CH:10][CH:11]=[CH:12][CH:13]=1)[C:2]1[CH:3]=[CH:4][CH:5]=[CH:6][CH:7]=1. (2) Given the reactants [Br:1]Br.[CH3:3][N:4]([CH3:22])[C@H:5]1[CH2:14][CH2:13][C:12]2[C:11]([NH:15][C:16](=[O:21])[C:17]([OH:20])([CH3:19])[CH3:18])=[CH:10][CH:9]=[CH:8][C:7]=2[CH2:6]1, predict the reaction product. The product is: [Br:1][C:8]1[C:7]2[CH2:6][C@@H:5]([N:4]([CH3:3])[CH3:22])[CH2:14][CH2:13][C:12]=2[C:11]([NH:15][C:16](=[O:21])[C:17]([OH:20])([CH3:19])[CH3:18])=[CH:10][CH:9]=1. (3) Given the reactants C(OC([NH:11][C@H:12]([C:20]([OH:22])=O)[CH2:13][CH2:14][CH2:15][NH:16][C:17](=[NH:19])[NH2:18])=O)C1C=CC=CC=1.[CH:23]1([S:27]([Cl:30])(=[O:29])=[O:28])[CH2:26][CH2:25][CH2:24]1.[NH:31]1[CH2:35][CH2:34][CH2:33][CH2:32]1, predict the reaction product. The product is: [ClH:30].[NH:19]=[C:17]([NH:18][S:27]([CH:23]1[CH2:26][CH2:25][CH2:24]1)(=[O:29])=[O:28])[NH:16][CH2:15][CH2:14][CH2:13][C@@H:12]([C:20]([N:31]1[CH2:35][CH2:34][CH2:33][CH2:32]1)=[O:22])[NH2:11]. (4) Given the reactants [CH3:1][C:2]1[C:6]([C:7]2[CH:19]=[C:18]3[C:10]([C:11]4[CH:12]=[C:13]([C:20]([OH:22])=O)[CH:14]=[CH:15][C:16]=4[NH:17]3)=[C:9]([C:23](=[O:26])[NH:24][CH3:25])[CH:8]=2)=[C:5]([CH3:27])[O:4][N:3]=1.CN(C(ON1N=NC2C=CC(=CC1=2)Cl)=[N+](C)C)C.F[P-](F)(F)(F)(F)F.[F:53][CH:54]1[CH2:57][NH:56][CH2:55]1.O, predict the reaction product. The product is: [CH3:1][C:2]1[C:6]([C:7]2[CH:8]=[C:9]([C:23]([NH:24][CH3:25])=[O:26])[C:10]3[C:11]4[C:16](=[CH:15][CH:14]=[C:13]([C:20]([N:56]5[CH2:57][CH:54]([F:53])[CH2:55]5)=[O:22])[CH:12]=4)[NH:17][C:18]=3[CH:19]=2)=[C:5]([CH3:27])[O:4][N:3]=1. (5) Given the reactants [CH3:1][C:2]1[CH:7]=[CH:6][C:5]([S:8]([N:11]2[C:19]3[C:14](=[CH:15][CH:16]=[CH:17][CH:18]=3)[C:13](B(O)O)=[CH:12]2)(=[O:10])=[O:9])=[CH:4][CH:3]=1.Cl[C:24]1[N:29]=[C:28]([NH2:30])[N:27]=[C:26]([NH:31][CH2:32][CH3:33])[CH:25]=1, predict the reaction product. The product is: [CH2:32]([NH:31][C:26]1[CH:25]=[C:24]([C:13]2[C:14]3[C:19](=[CH:18][CH:17]=[CH:16][CH:15]=3)[N:11]([S:8]([C:5]3[CH:6]=[CH:7][C:2]([CH3:1])=[CH:3][CH:4]=3)(=[O:10])=[O:9])[CH:12]=2)[N:29]=[C:28]([NH2:30])[N:27]=1)[CH3:33]. (6) Given the reactants [Cl:1][C:2]1[CH:7]=[CH:6][C:5](C(C)(C)C#N)=[CH:4][CH:3]=1.[CH2:13]([Mg]Cl)[CH3:14].[O:17]1CC[CH2:19][CH2:18]1.[Cl-].[NH4+].[CH:24]1C=CC=C[CH:25]=1, predict the reaction product. The product is: [Cl:1][C:2]1[CH:3]=[CH:4][C:5]([C:13]([CH3:14])([CH2:24][CH3:25])[C:18](=[O:17])[CH3:19])=[CH:6][CH:7]=1. (7) The product is: [CH2:1]([O:3][C:4](=[O:31])[C:5]1[CH:10]=[C:9]([Cl:39])[C:8]([N:11]2[CH2:16][CH2:15][CH:14]([C:17](=[O:29])[NH:18][S:19]([CH2:22][C:23]3[CH:28]=[CH:27][CH:26]=[CH:25][CH:24]=3)(=[O:21])=[O:20])[CH2:13][CH2:12]2)=[N:7][C:6]=1[Cl:30])[CH3:2]. Given the reactants [CH2:1]([O:3][C:4](=[O:31])[C:5]1[CH:10]=[CH:9][C:8]([N:11]2[CH2:16][CH2:15][CH:14]([C:17](=[O:29])[NH:18][S:19]([CH2:22][C:23]3[CH:28]=[CH:27][CH:26]=[CH:25][CH:24]=3)(=[O:21])=[O:20])[CH2:13][CH2:12]2)=[N:7][C:6]=1[Cl:30])[CH3:2].C1C(=O)N([Cl:39])C(=O)C1, predict the reaction product.